Dataset: Forward reaction prediction with 1.9M reactions from USPTO patents (1976-2016). Task: Predict the product of the given reaction. (1) The product is: [OH:16][C@H:14]([CH3:15])[CH2:13][CH2:12][C:3]1[C:4]([O:8][CH2:9][O:10][CH3:11])=[CH:5][CH:6]=[CH:7][C:2]=1[NH:1][C:23](=[O:25])[CH3:24]. Given the reactants [NH2:1][C:2]1[CH:7]=[CH:6][CH:5]=[C:4]([O:8][CH2:9][O:10][CH3:11])[C:3]=1[CH2:12][CH2:13][C@H:14]([OH:16])[CH3:15].N1C=CC=CC=1.[C:23](OC(=O)C)(=[O:25])[CH3:24], predict the reaction product. (2) Given the reactants [CH3:1][O:2][C:3]1[CH:8]=[CH:7][C:6]([NH2:9])=[CH:5][CH:4]=1.C(N(CC)CC)C.[CH3:17][C:18]1[CH:19]=[C:20]([CH:37]=[CH:38][C:39]=1[N+:40]([O-:42])=[O:41])[CH2:21][N:22]1[CH:26]=[C:25]([C:27](Cl)=[O:28])[C:24]([C:30]([F:36])([F:35])[C:31]([F:34])([F:33])[F:32])=[N:23]1.Cl, predict the reaction product. The product is: [CH3:1][O:2][C:3]1[CH:8]=[CH:7][C:6]([NH:9][C:27]([C:25]2[C:24]([C:30]([F:36])([F:35])[C:31]([F:32])([F:34])[F:33])=[N:23][N:22]([CH2:21][C:20]3[CH:37]=[CH:38][C:39]([N+:40]([O-:42])=[O:41])=[C:18]([CH3:17])[CH:19]=3)[CH:26]=2)=[O:28])=[CH:5][CH:4]=1. (3) Given the reactants [N:1]1[CH:6]=[CH:5][CH:4]=[CH:3][C:2]=1[S:7]([C:10]1[CH:14]=[CH:13][S:12][C:11]=1[CH:15]=O)(=[O:9])=[O:8].[CH3:17][O:18][C:19](=[O:32])[CH2:20][N:21]1[C:29]2[C:24](=[CH:25][C:26]([Cl:30])=[CH:27][CH:28]=2)[CH:23]=[C:22]1[CH3:31], predict the reaction product. The product is: [CH3:17][O:18][C:19](=[O:32])[CH2:20][N:21]1[C:29]2[C:24](=[CH:25][C:26]([Cl:30])=[CH:27][CH:28]=2)[C:23]([CH2:15][C:11]2[S:12][CH:13]=[CH:14][C:10]=2[S:7]([C:2]2[CH:3]=[CH:4][CH:5]=[CH:6][N:1]=2)(=[O:8])=[O:9])=[C:22]1[CH3:31]. (4) Given the reactants [H-].[Na+].CN(C)C=O.Cl[C:9]1[N:13]([CH3:14])[C:12]2[CH:15]=[CH:16][CH:17]=[CH:18][C:11]=2[N:10]=1.[OH:19][CH:20]1[CH2:25][CH2:24][N:23]([C:26]([O:28][C:29]([CH3:32])([CH3:31])[CH3:30])=[O:27])[CH2:22][CH2:21]1, predict the reaction product. The product is: [CH3:14][N:13]1[C:12]2[CH:15]=[CH:16][CH:17]=[CH:18][C:11]=2[N:10]=[C:9]1[O:19][CH:20]1[CH2:21][CH2:22][N:23]([C:26]([O:28][C:29]([CH3:32])([CH3:31])[CH3:30])=[O:27])[CH2:24][CH2:25]1. (5) Given the reactants C[O:2][C:3](=[O:37])[CH2:4][N:5]([S:29]([N:32]([CH:34]([CH3:36])[CH3:35])[CH3:33])(=[O:31])=[O:30])[CH2:6][C:7]1[CH:12]=[CH:11][C:10]([O:13][CH2:14][CH2:15][C:16]2[N:17]=[C:18]([C:22]3[CH:27]=[CH:26][C:25]([CH3:28])=[CH:24][CH:23]=3)[O:19][C:20]=2[CH3:21])=[CH:9][CH:8]=1.O.[OH-].[Li+], predict the reaction product. The product is: [CH:34]([N:32]([S:29]([N:5]([CH2:4][C:3]([OH:37])=[O:2])[CH2:6][C:7]1[CH:8]=[CH:9][C:10]([O:13][CH2:14][CH2:15][C:16]2[N:17]=[C:18]([C:22]3[CH:23]=[CH:24][C:25]([CH3:28])=[CH:26][CH:27]=3)[O:19][C:20]=2[CH3:21])=[CH:11][CH:12]=1)(=[O:30])=[O:31])[CH3:33])([CH3:36])[CH3:35]. (6) Given the reactants [CH3:1][C:2]1[C:3]([CH2:22]O)=[C:4]2[C:8](=[C:9]([CH3:11])[CH:10]=1)[N:7]([S:12]([C:15]1[CH:21]=[CH:20][C:18]([CH3:19])=[CH:17][CH:16]=1)(=[O:14])=[O:13])[CH:6]=[CH:5]2.[Cl-].[Cl:25]C=[N+](C)C, predict the reaction product. The product is: [Cl:25][CH2:22][C:3]1[C:2]([CH3:1])=[CH:10][C:9]([CH3:11])=[C:8]2[C:4]=1[CH:5]=[CH:6][N:7]2[S:12]([C:15]1[CH:21]=[CH:20][C:18]([CH3:19])=[CH:17][CH:16]=1)(=[O:14])=[O:13]. (7) The product is: [C:1]([C:3]1[CH:8]=[CH:7][C:6]([N:9]2[C:13]([CH3:14])=[C:12]([CH2:15][C:16]3[CH:24]=[CH:23][C:19]([C:20]([NH:30][CH2:31][CH2:32][OH:33])=[O:22])=[CH:18][CH:17]=3)[C:11]([CH3:25])=[N:10]2)=[CH:5][C:4]=1[C:26]([F:28])([F:29])[F:27])#[N:2]. Given the reactants [C:1]([C:3]1[CH:8]=[CH:7][C:6]([N:9]2[C:13]([CH3:14])=[C:12]([CH2:15][C:16]3[CH:24]=[CH:23][C:19]([C:20]([OH:22])=O)=[CH:18][CH:17]=3)[C:11]([CH3:25])=[N:10]2)=[CH:5][C:4]=1[C:26]([F:29])([F:28])[F:27])#[N:2].[NH2:30][CH2:31][CH2:32][OH:33].[Cl-].COC1N=C(OC)N=C([N+]2(C)CCOCC2)N=1.C(=O)([O-])O.[Na+], predict the reaction product. (8) Given the reactants [CH2:1]([O:8][C:9]1[CH:10]=[C:11]([S:22][CH2:23][CH2:24][C:25](OC)=O)[CH:12]=[N:13][C:14]=1[NH:15][C:16]1[S:17][CH:18]=[C:19]([CH3:21])[N:20]=1)[C:2]1[CH:7]=[CH:6][CH:5]=[CH:4][CH:3]=1.CC([O-])(C)C.[K+].BrCC1C[CH2:41][N:40](C(OC(C)(C)C)=O)[CH2:39][CH2:38]1.[ClH:50], predict the reaction product. The product is: [ClH:50].[ClH:50].[CH2:1]([O:8][C:9]1[C:14]([NH:15][C:16]2[S:17][CH:18]=[C:19]([CH3:21])[N:20]=2)=[N:13][CH:12]=[C:11]([S:22][CH2:23][CH:24]2[CH2:25][CH2:41][NH:40][CH2:39][CH2:38]2)[CH:10]=1)[C:2]1[CH:7]=[CH:6][CH:5]=[CH:4][CH:3]=1.